Dataset: Full USPTO retrosynthesis dataset with 1.9M reactions from patents (1976-2016). Task: Predict the reactants needed to synthesize the given product. (1) Given the product [F:10][C:11]1[CH:16]=[CH:15][CH:14]=[CH:13][C:12]=1[C:2]1[C:3]([C:4]#[N:5])=[CH:6][CH:7]=[CH:8][CH:9]=1, predict the reactants needed to synthesize it. The reactants are: Br[C:2]1[CH:9]=[CH:8][CH:7]=[CH:6][C:3]=1[C:4]#[N:5].[F:10][C:11]1[CH:16]=[CH:15][CH:14]=[CH:13][C:12]=1B(O)O.[F-].[K+].C(P(C(C)(C)C)C(C)(C)C)(C)(C)C. (2) Given the product [C:11]([C:9]1[O:8][N:7]=[C:6]([NH:5][C:3](=[O:4])[C:2]([S:28]([C:25]2[CH:24]=[CH:23][C:22]([S:19]([CH3:18])(=[O:21])=[O:20])=[CH:27][CH:26]=2)(=[O:30])=[O:29])([CH3:16])[CH3:15])[CH:10]=1)([CH3:14])([CH3:13])[CH3:12], predict the reactants needed to synthesize it. The reactants are: Br[C:2]([CH3:16])([CH3:15])[C:3]([NH:5][C:6]1[CH:10]=[C:9]([C:11]([CH3:14])([CH3:13])[CH3:12])[O:8][N:7]=1)=[O:4].[Na+].[CH3:18][S:19]([C:22]1[CH:27]=[CH:26][C:25]([S:28]([O-:30])=[O:29])=[CH:24][CH:23]=1)(=[O:21])=[O:20].N1C=CC=CC=1.Cl. (3) The reactants are: [CH3:1][C:2]1[C:6]2[C:7](=[O:19])[N:8]([CH2:12][CH2:13][N:14]3[CH2:18][CH2:17][CH2:16][CH2:15]3)[CH2:9][CH2:10][CH2:11][C:5]=2[NH:4][C:3]=1[CH:20]=O.[F:22][C:23]1[CH:24]=[C:25]2[C:29](=[CH:30][C:31]=1[NH:32][C:33](=[O:37])[CH2:34][O:35][CH3:36])[NH:28][C:27](=[O:38])[CH2:26]2. Given the product [F:22][C:23]1[CH:24]=[C:25]2[C:29](=[CH:30][C:31]=1[NH:32][C:33](=[O:37])[CH2:34][O:35][CH3:36])[NH:28][C:27](=[O:38])[C:26]2=[CH:20][C:3]1[NH:4][C:5]2[CH2:11][CH2:10][CH2:9][N:8]([CH2:12][CH2:13][N:14]3[CH2:15][CH2:16][CH2:17][CH2:18]3)[C:7](=[O:19])[C:6]=2[C:2]=1[CH3:1], predict the reactants needed to synthesize it. (4) Given the product [CH2:1]([O:5][C:6]([N:8]1[CH2:9][CH2:10][N:11]([C:14](=[O:20])[C@@H:15]([NH:19][C:32]([C:30]2[N:31]=[C:27]([C:21]3[CH:22]=[CH:23][CH:24]=[CH:25][CH:26]=3)[S:28][CH:29]=2)=[O:33])[CH:16]([CH3:17])[CH3:18])[CH2:12][CH2:13]1)=[O:7])[CH2:2][CH2:3][CH3:4], predict the reactants needed to synthesize it. The reactants are: [CH2:1]([O:5][C:6]([N:8]1[CH2:13][CH2:12][N:11]([C:14](=[O:20])[C@@H:15]([NH2:19])[CH:16]([CH3:18])[CH3:17])[CH2:10][CH2:9]1)=[O:7])[CH2:2][CH2:3][CH3:4].[C:21]1([C:27]2[S:28][CH:29]=[C:30]([C:32](O)=[O:33])[N:31]=2)[CH:26]=[CH:25][CH:24]=[CH:23][CH:22]=1. (5) Given the product [ClH:1].[F:8][C:9]1[CH:10]=[C:11]([NH:20][C:21]([C@H:23]2[C:32]3[C:27](=[CH:28][C:29]([CH2:33][O:34][CH3:35])=[CH:30][CH:31]=3)[CH2:26][CH2:25][NH:24]2)=[O:22])[CH:12]=[C:13]2[C:17]=1[C:16]([CH3:19])([CH3:18])[CH2:15][CH2:14]2, predict the reactants needed to synthesize it. The reactants are: [ClH:1].C(OCC)(=O)C.[F:8][C:9]1[CH:10]=[C:11]([NH:20][C:21]([C@H:23]2[C:32]3[C:27](=[CH:28][C:29]([CH2:33][O:34][CH3:35])=[CH:30][CH:31]=3)[CH2:26][CH2:25][N:24]2C(OC(C)(C)C)=O)=[O:22])[CH:12]=[C:13]2[C:17]=1[C:16]([CH3:19])([CH3:18])[CH2:15][CH2:14]2. (6) Given the product [N+:1]([CH:4]([CH2:5][CH2:8][C:19]1[CH:21]=[CH:26][CH:22]=[CH:23][CH:24]=1)[CH2:11][NH2:15])([O-:3])=[O:2], predict the reactants needed to synthesize it. The reactants are: [N+:1]([C:4]1[CH:11]=CC=[CH:8][C:5]=1CBr)([O-:3])=[O:2].C([NH2:15])CC.CCO[C:19]([CH3:21])=O.[CH2:22]1[CH2:26]O[CH2:24][CH2:23]1.